This data is from Reaction yield outcomes from USPTO patents with 853,638 reactions. The task is: Predict the reaction yield, written as a fraction of the theoretical maximum amount of product (1.0 means a 100% yield; for example, 0.34 means a 34% yield). (1) The catalyst is C(Cl)(Cl)Cl. The yield is 0.540. The reactants are [C:1]([Si:5]([CH3:8])([CH3:7])Cl)([CH3:4])([CH3:3])[CH3:2].[OH:9][C:10]1[CH:11]=[C:12]([CH:15]=[CH:16][CH:17]=1)[CH:13]=[O:14].N1C=CN=C1. The product is [Si:5]([O:9][C:10]1[CH:11]=[C:12]([CH:15]=[CH:16][CH:17]=1)[CH:13]=[O:14])([C:1]([CH3:4])([CH3:3])[CH3:2])([CH3:8])[CH3:7]. (2) The reactants are [Br:1][C:2]1[CH:7]=[CH:6][C:5]([OH:8])=[CH:4][C:3]=1[O:9][C:10]([F:13])([F:12])[F:11].C([O-])([O-])=O.[Cs+].[Cs+].[CH2:20](Cl)[C:21]1[CH:26]=[CH:25][CH:24]=[CH:23][CH:22]=1. The catalyst is CN(C=O)C. The product is [CH2:20]([O:8][C:5]1[CH:6]=[CH:7][C:2]([Br:1])=[C:3]([O:9][C:10]([F:12])([F:11])[F:13])[CH:4]=1)[C:21]1[CH:26]=[CH:25][CH:24]=[CH:23][CH:22]=1. The yield is 0.980. (3) The reactants are [C:1]1([OH:7])[CH:6]=[CH:5][CH:4]=[CH:3][CH:2]=1.[H-].[Na+].CS(O[CH2:15][C:16]([NH:19][C:20]([O:22][C:23]([CH3:26])([CH3:25])[CH3:24])=[O:21])([CH3:18])[CH3:17])(=O)=O. The catalyst is CN(C=O)C. The product is [CH3:18][C:16]([NH:19][C:20](=[O:21])[O:22][C:23]([CH3:26])([CH3:25])[CH3:24])([CH3:15])[CH2:17][O:7][C:1]1[CH:6]=[CH:5][CH:4]=[CH:3][CH:2]=1. The yield is 0.0900. (4) The reactants are [CH2:1]([Si:3]([CH2:16][CH3:17])([CH2:14][CH3:15])[O:4][C@H:5]1[C@@H:8]([CH:9]=[C:10]([CH3:12])[CH3:11])[NH:7][C:6]1=[O:13])[CH3:2].C(N(C(C)C)CC)(C)C.CN(C1C=CC=CN=1)C.[C:36](O[C:36]([O:38][C:39]([CH3:42])([CH3:41])[CH3:40])=[O:37])([O:38][C:39]([CH3:42])([CH3:41])[CH3:40])=[O:37]. The catalyst is ClCCl. The product is [CH2:16]([Si:3]([CH2:1][CH3:2])([CH2:14][CH3:15])[O:4][C@H:5]1[C@@H:8]([CH:9]=[C:10]([CH3:11])[CH3:12])[N:7]([C:36]([O:38][C:39]([CH3:42])([CH3:41])[CH3:40])=[O:37])[C:6]1=[O:13])[CH3:17]. The yield is 0.900. (5) The reactants are [C:1]([C:3]1[C:4]([S:17][CH2:18][C:19]([NH2:21])=[O:20])=[N:5][C:6](S(C(F)(F)F)(=O)=O)=[CH:7][C:8]=1[CH3:9])#[N:2].C(OC)(=O)C#CC.[CH3:29][NH:30][CH3:31].C(=O)([O-])[O-].[Na+].[Na+].[Cl-].[NH4+]. The catalyst is O1CCOCC1. The product is [NH2:2][C:1]1[C:3]2[C:4](=[N:5][C:6]([N:30]([CH3:31])[CH3:29])=[CH:7][C:8]=2[CH3:9])[S:17][C:18]=1[C:19]([NH2:21])=[O:20]. The yield is 0.450. (6) The reactants are Br[C:2]1[C:7](=[O:8])[N:6]([CH2:9][C:10]2[CH:15]=[CH:14][C:13]([C:16]3[C:17]([C:22]#[N:23])=[CH:18][CH:19]=[CH:20][CH:21]=3)=[CH:12][CH:11]=2)[C:5]([CH2:24][CH2:25][CH3:26])=[N:4][C:3]=1[CH2:27][CH3:28].[F:29][C:30]1[CH:31]=[C:32](B(O)O)[CH:33]=[CH:34][C:35]=1[O:36][CH:37]([CH3:39])[CH3:38].C(=O)([O-])[O-].[Cs+].[Cs+]. The catalyst is O1CCOCC1.C(OCC)(=O)C.C1C=CC(P(C2C=CC=CC=2)[C-]2C=CC=C2)=CC=1.C1C=CC(P(C2C=CC=CC=2)[C-]2C=CC=C2)=CC=1.Cl[Pd]Cl.[Fe+2]. The product is [CH2:27]([C:3]1[N:4]=[C:5]([CH2:24][CH2:25][CH3:26])[N:6]([CH2:9][C:10]2[CH:11]=[CH:12][C:13]([C:16]3[C:17]([C:22]#[N:23])=[CH:18][CH:19]=[CH:20][CH:21]=3)=[CH:14][CH:15]=2)[C:7](=[O:8])[C:2]=1[C:32]1[CH:33]=[CH:34][C:35]([O:36][CH:37]([CH3:38])[CH3:39])=[C:30]([F:29])[CH:31]=1)[CH3:28]. The yield is 0.910. (7) The reactants are FC(F)(F)C(O)=O.[N:8]1[CH:13]=[CH:12][CH:11]=[C:10]([NH:14][C:15]([C:17]2[CH:62]=[CH:61][C:20]([CH2:21][NH:22][S:23]([C:26]3[CH:31]=[CH:30][C:29]([CH2:32][CH2:33][CH2:34][O:35][CH2:36][CH2:37][O:38][CH2:39][CH2:40][O:41][CH2:42][CH2:43][O:44][CH2:45][CH2:46][O:47][CH2:48][CH2:49][O:50][CH2:51][CH2:52][NH:53]C(=O)OC(C)(C)C)=[CH:28][CH:27]=3)(=[O:25])=[O:24])=[CH:19][CH:18]=2)=[O:16])[CH:9]=1. The catalyst is C(Cl)Cl. The product is [NH2:53][CH2:52][CH2:51][O:50][CH2:49][CH2:48][O:47][CH2:46][CH2:45][O:44][CH2:43][CH2:42][O:41][CH2:40][CH2:39][O:38][CH2:37][CH2:36][O:35][CH2:34][CH2:33][CH2:32][C:29]1[CH:30]=[CH:31][C:26]([S:23]([NH:22][CH2:21][C:20]2[CH:19]=[CH:18][C:17]([C:15]([NH:14][C:10]3[CH:9]=[N:8][CH:13]=[CH:12][CH:11]=3)=[O:16])=[CH:62][CH:61]=2)(=[O:24])=[O:25])=[CH:27][CH:28]=1. The yield is 0.710.